The task is: Predict which catalyst facilitates the given reaction.. This data is from Catalyst prediction with 721,799 reactions and 888 catalyst types from USPTO. (1) Reactant: [N+:1]([C:4]1[CH:5]=[C:6]2[C:11](=[CH:12][CH:13]=1)[NH:10][C:9](=O)[NH:8][C:7]2=O)([O-:3])=[O:2].P(Cl)(Cl)([Cl:18])=O.[CH:21]([N:24](C(C)C)C=O)([CH3:23])[CH3:22].C(N)(C)C. Product: [Cl:18][C:9]1[N:8]=[C:7]([NH:24][CH:21]([CH3:23])[CH3:22])[C:6]2[C:11](=[CH:12][CH:13]=[C:4]([N+:1]([O-:3])=[O:2])[CH:5]=2)[N:10]=1. The catalyst class is: 6. (2) The catalyst class is: 7. Product: [CH3:13][N:14]1[C:19](=[O:20])[C:18]2=[CH:21][N:22]([CH2:24][C:25]3[CH:30]=[CH:29][CH:28]=[CH:27][CH:26]=3)[C:23]([C:35]([OH:37])=[O:36])=[C:17]2[C:16]([CH2:31][CH:32]([CH3:34])[CH3:33])=[N:15]1. Reactant: C([Li])CCC.C(NC(C)C)(C)C.[CH3:13][N:14]1[C:19](=[O:20])[C:18]2=[CH:21][N:22]([CH2:24][C:25]3[CH:30]=[CH:29][CH:28]=[CH:27][CH:26]=3)[CH:23]=[C:17]2[C:16]([CH2:31][CH:32]([CH3:34])[CH3:33])=[N:15]1.[C:35](=[O:37])=[O:36]. (3) Reactant: [CH3:1][C:2]1([CH3:16])[C:6]([CH3:8])([CH3:7])[O:5][B:4]([C:9]2[CH:10]=[CH:11][C:12]([NH2:15])=[N:13][CH:14]=2)[O:3]1.Br[CH2:18][C:19]([C:21]1[CH:26]=[CH:25][C:24]([Cl:27])=[CH:23][CH:22]=1)=O.C(=O)([O-])O.[Na+]. Product: [Cl:27][C:24]1[CH:25]=[CH:26][C:21]([C:19]2[N:15]=[C:12]3[CH:11]=[CH:10][C:9]([B:4]4[O:3][C:2]([CH3:16])([CH3:1])[C:6]([CH3:7])([CH3:8])[O:5]4)=[CH:14][N:13]3[CH:18]=2)=[CH:22][CH:23]=1. The catalyst class is: 259.